Task: Predict which catalyst facilitates the given reaction.. Dataset: Catalyst prediction with 721,799 reactions and 888 catalyst types from USPTO (1) Reactant: Br[C:2]1[CH:7]=[C:6](Br)[CH:5]=[C:4]([Br:9])[CH:3]=1.[C:10]1([C:27]2[CH:32]=[CH:31][CH:30]=[CH:29][CH:28]=2)[CH:15]=[CH:14][C:13]([NH:16][C:17]2[CH:26]=[CH:25][C:24]3[C:19](=[CH:20][CH:21]=[CH:22][CH:23]=3)[CH:18]=2)=[CH:12][CH:11]=1.[CH:46]1[CH:51]=[CH:50][C:49](P([C:46]2[CH:51]=[CH:50][CH:49]=[CH:48][CH:47]=2)[C:46]2[CH:51]=[CH:50][CH:49]=[CH:48][CH:47]=2)=[CH:48][CH:47]=1.[CH3:52][C:53]([O-])([CH3:55])[CH3:54].[Na+]. Product: [C:10]1([C:27]2[CH:28]=[CH:29][CH:30]=[CH:31][CH:32]=2)[CH:15]=[CH:14][C:13]([N:16]([C:17]2[CH:26]=[CH:25][C:24]3[C:19](=[CH:20][CH:21]=[CH:22][CH:23]=3)[CH:18]=2)[C:6]2[CH:5]=[C:4]([Br:9])[CH:3]=[C:2]([N:16]([C:13]3[CH:12]=[CH:11][C:10]([C:46]4[CH:47]=[CH:48][CH:49]=[CH:50][CH:51]=4)=[CH:15][CH:14]=3)[C:17]3[CH:18]=[CH:19][C:55]4[C:53](=[CH:54][CH:22]=[CH:21][CH:20]=4)[CH:52]=3)[CH:7]=2)=[CH:12][CH:11]=1. The catalyst class is: 187. (2) Reactant: Cl.[NH2:2][CH2:3][CH:4]([C:9]1[CH:14]=[CH:13][CH:12]=[C:11]([O:15][CH3:16])[CH:10]=1)[C:5]([O:7][CH3:8])=[O:6].[CH:17](OCC)=[O:18]. Product: [CH:17]([NH:2][CH2:3][CH:4]([C:9]1[CH:14]=[CH:13][CH:12]=[C:11]([O:15][CH3:16])[CH:10]=1)[C:5]([O:7][CH3:8])=[O:6])=[O:18]. The catalyst class is: 13. (3) Reactant: [Li].[N:2]1([C:8]2[N:13]=[C:12]([NH:14][C:15]3[CH:20]=[CH:19][C:18]([C:21]4([C:25](O)=[O:26])[CH2:24][CH2:23][CH2:22]4)=[CH:17][CH:16]=3)[C:11]3[CH2:28][CH2:29][CH2:30][C:10]=3[N:9]=2)[CH2:7][CH2:6][O:5][CH2:4][CH2:3]1. Product: [N:2]1([C:8]2[N:13]=[C:12]([NH:14][C:15]3[CH:16]=[CH:17][C:18]([C:21]4([CH2:25][OH:26])[CH2:24][CH2:23][CH2:22]4)=[CH:19][CH:20]=3)[C:11]3[CH2:28][CH2:29][CH2:30][C:10]=3[N:9]=2)[CH2:7][CH2:6][O:5][CH2:4][CH2:3]1. The catalyst class is: 7. (4) Reactant: [N:1]1[C:10]2[C:5](=[CH:6][CH:7]=[CH:8][CH:9]=2)[N:4]=[CH:3][C:2]=1[C:11](Cl)=[O:12].[CH:14]1([NH2:21])[CH2:20][CH2:19][CH2:18][CH2:17][CH2:16][CH2:15]1.N1C=CC=CC=1. Product: [CH:14]1([NH:21][C:11]([C:2]2[CH:3]=[N:4][C:5]3[C:10](=[CH:9][CH:8]=[CH:7][CH:6]=3)[N:1]=2)=[O:12])[CH2:20][CH2:19][CH2:18][CH2:17][CH2:16][CH2:15]1. The catalyst class is: 6.